From a dataset of Reaction yield outcomes from USPTO patents with 853,638 reactions. Predict the reaction yield, written as a fraction of the theoretical maximum amount of product (1.0 means a 100% yield; for example, 0.34 means a 34% yield). (1) The product is [NH2:1][C:4]1[CH:5]=[C:6]2[O:12][C:11](=[O:13])[NH:10][C:7]2=[N:8][CH:9]=1. The reactants are [N+:1]([C:4]1[CH:5]=[C:6]2[O:12][C:11](=[O:13])[NH:10][C:7]2=[N:8][CH:9]=1)([O-])=O. The yield is 0.300. The catalyst is CO.[Pd]. (2) The reactants are [NH:1]1[C:5]([C:6]2[CH:11]=[CH:10][C:9]([C:12]3[C:21]([CH3:22])=[CH:20][C:19]4[C:14](=[CH:15][CH:16]=[C:17]([O:23]C)[CH:18]=4)[N:13]=3)=[CH:8][CH:7]=2)=[N:4][N:3]=[N:2]1. The catalyst is CN1C(=O)CCC1. The product is [NH:4]1[C:5]([C:6]2[CH:11]=[CH:10][C:9]([C:12]3[C:21]([CH3:22])=[CH:20][C:19]4[C:14](=[CH:15][CH:16]=[C:17]([OH:23])[CH:18]=4)[N:13]=3)=[CH:8][CH:7]=2)=[N:1][N:2]=[N:3]1. The yield is 0.380. (3) The reactants are [H-].[Na+].[CH:3]1([CH:9]([OH:14])[C:10]([F:13])([F:12])[F:11])[CH2:8][CH2:7][CH2:6][CH2:5][CH2:4]1.[NH2:15][C:16]1[N:21]=[C:20](Cl)[CH:19]=[C:18]([Cl:23])[N:17]=1.O. The catalyst is C1COCC1.C(OCC)(=O)C. The product is [Cl:23][C:18]1[CH:19]=[C:20]([O:14][CH:9]([CH:3]2[CH2:4][CH2:5][CH2:6][CH2:7][CH2:8]2)[C:10]([F:12])([F:13])[F:11])[N:21]=[C:16]([NH2:15])[N:17]=1. The yield is 0.650. (4) The reactants are [C:1]([N:8]1[CH2:12][CH2:11][C@H:10]([N:13]([CH:22]2[CH2:27][CH2:26][C:25]([CH3:29])([CH3:28])[CH2:24][CH2:23]2)[C:14](=[O:21])[C:15]([CH3:20])([CH3:19])[C:16](=[O:18])[CH3:17])[CH2:9]1)([O:3][C:4]([CH3:7])([CH3:6])[CH3:5])=[O:2].[CH3:30][Mg]Br.Cl. The catalyst is C1COCC1. The product is [C:1]([N:8]1[CH2:12][CH2:11][CH:10]([N:13]([CH:22]2[CH2:27][CH2:26][C:25]([CH3:29])([CH3:28])[CH2:24][CH2:23]2)[C:14](=[O:21])[C:15]([CH3:19])([CH3:20])[C:16]([OH:18])([CH3:30])[CH3:17])[CH2:9]1)([O:3][C:4]([CH3:5])([CH3:6])[CH3:7])=[O:2]. The yield is 0.920.